This data is from TCR-epitope binding with 47,182 pairs between 192 epitopes and 23,139 TCRs. The task is: Binary Classification. Given a T-cell receptor sequence (or CDR3 region) and an epitope sequence, predict whether binding occurs between them. (1) The epitope is MLNIPSINV. The TCR CDR3 sequence is CASNYYNEQFF. Result: 1 (the TCR binds to the epitope). (2) The epitope is FLKEKGGL. The TCR CDR3 sequence is CASSSGDRGPASNQPQHF. Result: 0 (the TCR does not bind to the epitope). (3) The epitope is KAFSPEVIPMF. The TCR CDR3 sequence is CASSGQSYGYTF. Result: 1 (the TCR binds to the epitope). (4) The epitope is CINGVCWTV. The TCR CDR3 sequence is CASSLGPDTGELFF. Result: 0 (the TCR does not bind to the epitope). (5) The epitope is GLCTLVAML. The TCR CDR3 sequence is CASSMTVNEKLFF. Result: 0 (the TCR does not bind to the epitope). (6) The epitope is AMFWSVPTV. The TCR CDR3 sequence is CASSISSSEKLFF. Result: 1 (the TCR binds to the epitope).